Dataset: Retrosynthesis with 50K atom-mapped reactions and 10 reaction types from USPTO. Task: Predict the reactants needed to synthesize the given product. (1) Given the product CCCc1nc(CC)c(Oc2ccc(OC)c(OC)c2)c(=O)n1Cc1ccc(-c2ccccc2C#N)cc1, predict the reactants needed to synthesize it. The reactants are: CCCc1nc(CC)c(Br)c(=O)n1Cc1ccc(-c2ccccc2C#N)cc1.COc1ccc(O)cc1OC. (2) Given the product Cc1c(C2(O)CCC(c3ccccc3)(N(C)C)CC2)[nH]c2ncccc12, predict the reactants needed to synthesize it. The reactants are: CC#CC1(O)CCC(c2ccccc2)(N(C)C)CC1.Nc1ncccc1I.